Dataset: Full USPTO retrosynthesis dataset with 1.9M reactions from patents (1976-2016). Task: Predict the reactants needed to synthesize the given product. Given the product [Cl:20][C:21]1[S:25][C:24]2[C:26]3([O:32][CH2:33][C:34]([F:35])([F:36])[C:23]=2[CH:22]=1)[CH2:27][CH2:28][N:29]([CH2:17][C:15]1[C:14]([CH3:19])=[N:13][N:12]([C:3]2[C:2]([F:1])=[CH:11][CH:10]=[CH:9][C:4]=2[C:5]([O:7][CH3:8])=[O:6])[CH:16]=1)[CH2:30][CH2:31]3, predict the reactants needed to synthesize it. The reactants are: [F:1][C:2]1[C:3]([N:12]2[CH:16]=[C:15]([CH:17]=O)[C:14]([CH3:19])=[N:13]2)=[C:4]([CH:9]=[CH:10][CH:11]=1)[C:5]([O:7][CH3:8])=[O:6].[Cl:20][C:21]1[S:25][C:24]2[C:26]3([O:32][CH2:33][C:34]([F:36])([F:35])[C:23]=2[CH:22]=1)[CH2:31][CH2:30][NH:29][CH2:28][CH2:27]3.C(O[BH-](OC(=O)C)OC(=O)C)(=O)C.[Na+].